From a dataset of Reaction yield outcomes from USPTO patents with 853,638 reactions. Predict the reaction yield, written as a fraction of the theoretical maximum amount of product (1.0 means a 100% yield; for example, 0.34 means a 34% yield). The reactants are [CH3:1][N:2]1[C:7](=[O:8])[C:6]([NH:9][C:10]2[CH:15]=[CH:14][C:13]([N:16]3[CH2:21][CH2:20][N:19]([CH:22]4[CH2:25][O:24][CH2:23]4)[CH2:18][CH2:17]3)=[CH:12][N:11]=2)=[CH:5][C:4]([C:26]2[C:31]([CH:32]=[O:33])=[C:30]([N:34]3[CH2:46][CH2:45][C:44]4[N:43]5[C:38]([CH2:39][CH2:40][CH2:41][CH2:42]5)=[CH:37][C:36]=4[C:35]3=[O:47])[N:29]=[CH:28][CH:27]=2)=[CH:3]1.[BH4-].[Na+]. The catalyst is CO. The product is [OH:33][CH2:32][C:31]1[C:30]([N:34]2[CH2:46][CH2:45][C:44]3[N:43]4[C:38]([CH2:39][CH2:40][CH2:41][CH2:42]4)=[CH:37][C:36]=3[C:35]2=[O:47])=[N:29][CH:28]=[CH:27][C:26]=1[C:4]1[CH:5]=[C:6]([NH:9][C:10]2[CH:15]=[CH:14][C:13]([N:16]3[CH2:17][CH2:18][N:19]([CH:22]4[CH2:25][O:24][CH2:23]4)[CH2:20][CH2:21]3)=[CH:12][N:11]=2)[C:7](=[O:8])[N:2]([CH3:1])[CH:3]=1. The yield is 0.630.